This data is from Reaction yield outcomes from USPTO patents with 853,638 reactions. The task is: Predict the reaction yield, written as a fraction of the theoretical maximum amount of product (1.0 means a 100% yield; for example, 0.34 means a 34% yield). (1) The reactants are [CH3:1][N:2]1[CH:7]=[C:6](B2OC(C)(C)C(C)(C)O2)[CH:5]=[C:4]([NH:17][C:18]2[CH:23]=[C:22]([CH3:24])[N:21]=[CH:20][N:19]=2)[C:3]1=[O:25].Cl[C:27]1[CH:32]=[CH:31][N:30]=[C:29]([N:33]2[CH2:44][CH2:43][N:42]3[C:35](=[CH:36][C:37]4[CH2:38][C:39]([CH3:46])([CH3:45])[CH2:40][C:41]=43)[C:34]2=[O:47])[C:28]=1[CH:48]=[O:49].C([O-])(=O)C.[Na+].[O-]P([O-])([O-])=O.[K+].[K+].[K+]. The catalyst is C1C=CC(P(C2C=CC=CC=2)[C-]2C=CC=C2)=CC=1.C1C=CC(P(C2C=CC=CC=2)[C-]2C=CC=C2)=CC=1.Cl[Pd]Cl.[Fe+2].C(#N)C.O. The product is [CH3:45][C:39]1([CH3:46])[CH2:38][C:37]2[CH:36]=[C:35]3[N:42]([CH2:43][CH2:44][N:33]([C:29]4[C:28]([CH:48]=[O:49])=[C:27]([C:6]5[CH:5]=[C:4]([NH:17][C:18]6[CH:23]=[C:22]([CH3:24])[N:21]=[CH:20][N:19]=6)[C:3](=[O:25])[N:2]([CH3:1])[CH:7]=5)[CH:32]=[CH:31][N:30]=4)[C:34]3=[O:47])[C:41]=2[CH2:40]1. The yield is 0.470. (2) The reactants are Br[C:2]1[CH:3]=[CH:4][C:5]2[NH:6][C:7]3[C:12]([C:13]=2[CH:14]=1)=[CH:11][CH:10]=[CH:9][CH:8]=3.C1([N:21]2[C:33]3[CH:32]=[CH:31][C:30](B4OC(C)(C)C(C)(C)O4)=[CH:29][C:28]=3[C:27]3[C:22]2=[CH:23][CH:24]=[CH:25][CH:26]=3)C=CC=CC=1.[O-]P([O-])([O-])=O.[K+].[K+].[K+]. The catalyst is C1(C)C=CC=CC=1.O.C1C=CC(/C=C/C(/C=C/C2C=CC=CC=2)=O)=CC=1.C1C=CC(/C=C/C(/C=C/C2C=CC=CC=2)=O)=CC=1.C1C=CC(/C=C/C(/C=C/C2C=CC=CC=2)=O)=CC=1.[Pd].[Pd].COC1C=CC=C(OC)C=1C1C=CC=CC=1P(C1CCCCC1)C1CCCCC1. The product is [CH:4]1[C:5]2[NH:6][C:7]3[C:12](=[CH:11][CH:10]=[CH:9][CH:8]=3)[C:13]=2[CH:14]=[C:2]([C:25]2[CH:24]=[CH:23][C:22]3[NH:21][C:33]4[C:28]([C:27]=3[CH:26]=2)=[CH:29][CH:30]=[CH:31][CH:32]=4)[CH:3]=1. The yield is 0.590. (3) The reactants are [C:1]([C:5]1[C:10]([N+:11]([O-:13])=[O:12])=[CH:9][C:8]([NH:14][C:15]#[C:16][Si](C)(C)C)=[CH:7][CH:6]=1)([CH3:4])([CH3:3])[CH3:2]. The catalyst is CN(C=O)C.[Cu]I. The product is [C:1]([C:5]1[CH:6]=[C:7]2[C:8](=[CH:9][C:10]=1[N+:11]([O-:13])=[O:12])[NH:14][CH:15]=[CH:16]2)([CH3:4])([CH3:3])[CH3:2]. The yield is 0.690. (4) The reactants are [OH:1][N:2]=[C:3]([C:5]1[CH:6]=[C:7]2[N:13]=[CH:12][N:11]([CH2:14][C:15]3[CH:20]=[CH:19][C:18]([O:21][CH2:22][C:23]4[CH:24]=[N:25][C:26]([O:29][CH3:30])=[CH:27][CH:28]=4)=[C:17]([O:31][CH3:32])[CH:16]=3)[C:8]2=[N:9][CH:10]=1)[NH2:4].[C:33]([O:37][C:38]([N:40]1[CH2:45][CH2:44][CH:43]([C:46](O)=O)[CH2:42][CH2:41]1)=[O:39])([CH3:36])([CH3:35])[CH3:34].F[P-](F)(F)(F)(F)F.CN(C(N(C)C)=[N+]1C2C(=NC=CC=2)[N+]([O-])=N1)C.C(N(CC)C(C)C)(C)C. The catalyst is CN(C)C=O.C(OCC)(=O)C.[Cl-].[Na+].O. The product is [CH3:32][O:31][C:17]1[CH:16]=[C:15]([CH:20]=[CH:19][C:18]=1[O:21][CH2:22][C:23]1[CH:24]=[N:25][C:26]([O:29][CH3:30])=[CH:27][CH:28]=1)[CH2:14][N:11]1[C:8]2=[N:9][CH:10]=[C:5]([C:3]3[N:4]=[C:46]([CH:43]4[CH2:44][CH2:45][N:40]([C:38]([O:37][C:33]([CH3:34])([CH3:36])[CH3:35])=[O:39])[CH2:41][CH2:42]4)[O:1][N:2]=3)[CH:6]=[C:7]2[N:13]=[CH:12]1. The yield is 0.250.